The task is: Predict the product of the given reaction.. This data is from Forward reaction prediction with 1.9M reactions from USPTO patents (1976-2016). (1) Given the reactants [Cl:1][C:2]1[C:7]([Cl:8])=[C:6]([C:9]2[CH:14]=[CH:13][C:12]([O:15][CH3:16])=[CH:11][CH:10]=2)[N:5]=[C:4]([C:17]([OH:19])=O)[CH:3]=1.S(Cl)([Cl:22])=O.CN(C)C=O.CN(C1C=CC=CN=1)C, predict the reaction product. The product is: [Cl:1][C:2]1[C:7]([Cl:8])=[C:6]([C:9]2[CH:14]=[CH:13][C:12]([O:15][CH3:16])=[CH:11][CH:10]=2)[N:5]=[C:4]([C:17]([Cl:22])=[O:19])[CH:3]=1. (2) The product is: [CH2:1]([N:5]1[C:9](=[O:10])[C:8]([NH:32][C:23]2[CH:22]=[C:21]([CH3:20])[N:25]([C:26]3[CH:27]=[CH:28][CH:29]=[CH:30][CH:31]=3)[N:24]=2)=[C:7]([C:12]2[CH:17]=[CH:16][CH:15]=[CH:14][CH:13]=2)[S:6]1(=[O:19])=[O:18])[CH2:2][CH2:3][CH3:4]. Given the reactants [CH2:1]([N:5]1[C:9](=[O:10])[C:8](Cl)=[C:7]([C:12]2[CH:17]=[CH:16][CH:15]=[CH:14][CH:13]=2)[S:6]1(=[O:19])=[O:18])[CH2:2][CH2:3][CH3:4].[CH3:20][C:21]1[N:25]([C:26]2[CH:31]=[CH:30][CH:29]=[CH:28][CH:27]=2)[N:24]=[C:23]([NH2:32])[CH:22]=1, predict the reaction product. (3) Given the reactants [CH2:1]([O:8][C:9]([NH:11][C@@H:12]([CH2:16][CH2:17][CH2:18][NH:19][CH:20]1[CH2:25][CH2:24][N:23]([C:26]([O:28][C:29]([CH3:32])([CH3:31])[CH3:30])=[O:27])[CH2:22][CH2:21]1)[C:13](O)=[O:14])=[O:10])[C:2]1[CH:7]=[CH:6][CH:5]=[CH:4][CH:3]=1.Cl.C(N=C=NCCCN(C)C)C.C(N(C(C)C)C(C)C)C, predict the reaction product. The product is: [CH2:1]([O:8][C:9]([NH:11][C@H:12]1[CH2:16][CH2:17][CH2:18][N:19]([CH:20]2[CH2:21][CH2:22][N:23]([C:26]([O:28][C:29]([CH3:31])([CH3:32])[CH3:30])=[O:27])[CH2:24][CH2:25]2)[C:13]1=[O:14])=[O:10])[C:2]1[CH:7]=[CH:6][CH:5]=[CH:4][CH:3]=1. (4) Given the reactants [Cl:1][C:2]1[CH:3]=[C:4]([NH:8][C:9](=[O:27])[C:10]2[CH:15]=[CH:14][CH:13]=[N:12][C:11]=2[NH:16][CH:17]2[CH2:22][C:21]([CH3:24])([CH3:23])[NH:20][C:19]([CH3:26])([CH3:25])[CH2:18]2)[CH:5]=[CH:6][CH:7]=1.Br[CH2:29][CH2:30][OH:31].C(=O)([O-])[O-].[K+].[K+], predict the reaction product. The product is: [Cl:1][C:2]1[CH:3]=[C:4]([NH:8][C:9](=[O:27])[C:10]2[CH:15]=[CH:14][CH:13]=[N:12][C:11]=2[NH:16][CH:17]2[CH2:22][C:21]([CH3:23])([CH3:24])[N:20]([CH2:29][CH2:30][OH:31])[C:19]([CH3:26])([CH3:25])[CH2:18]2)[CH:5]=[CH:6][CH:7]=1.